From a dataset of Forward reaction prediction with 1.9M reactions from USPTO patents (1976-2016). Predict the product of the given reaction. Given the reactants Cl.[NH:2]1[C:10]2[C:5](=[CH:6][CH:7]=[CH:8][CH:9]=2)[CH2:4][C@@H:3]1[C:11]([OH:13])=[O:12].[OH-].[Na+].[CH3:16][C:17]1[O:21][C:20]([C:22]2[CH:27]=[CH:26][CH:25]=[CH:24][CH:23]=2)=[N:19][C:18]=1[CH2:28][O:29][C:30]1[CH:35]=[CH:34][C:33]([S:36](Cl)(=[O:38])=[O:37])=[CH:32][CH:31]=1.Cl, predict the reaction product. The product is: [CH3:16][C:17]1[O:21][C:20]([C:22]2[CH:27]=[CH:26][CH:25]=[CH:24][CH:23]=2)=[N:19][C:18]=1[CH2:28][O:29][C:30]1[CH:35]=[CH:34][C:33]([S:36]([N:2]2[C:10]3[C:5](=[CH:6][CH:7]=[CH:8][CH:9]=3)[CH2:4][C@@H:3]2[C:11]([OH:13])=[O:12])(=[O:38])=[O:37])=[CH:32][CH:31]=1.